From a dataset of Full USPTO retrosynthesis dataset with 1.9M reactions from patents (1976-2016). Predict the reactants needed to synthesize the given product. (1) Given the product [CH3:1][O:2][C:3](=[O:14])[CH2:4][CH:5]1[C:13]2[C:8](=[CH:9][CH:10]=[CH:11][CH:12]=2)[CH2:7][N:6]1[CH:16]([CH3:18])[CH3:15], predict the reactants needed to synthesize it. The reactants are: [CH3:1][O:2][C:3](=[O:14])[CH2:4][CH:5]1[C:13]2[C:8](=[CH:9][CH:10]=[CH:11][CH:12]=2)[CH2:7][NH:6]1.[CH3:15][C:16]([CH3:18])=O.C(O[BH-](OC(=O)C)OC(=O)C)(=O)C.[Na+]. (2) The reactants are: [CH3:1][C:2]1[CH:7]=[CH:6][N:5]=[C:4]([C:8]([NH2:10])=O)[CH:3]=1.[C:11]1(N)[CH:16]=[CH:15][CH:14]=[CH:13][C:12]=1[NH2:17].O. Given the product [CH3:1][C:2]1[CH:7]=[CH:6][N:5]=[C:4]([C:8]2[NH:10][C:11]3[CH:16]=[CH:15][CH:14]=[CH:13][C:12]=3[N:17]=2)[CH:3]=1, predict the reactants needed to synthesize it.